Dataset: Catalyst prediction with 721,799 reactions and 888 catalyst types from USPTO. Task: Predict which catalyst facilitates the given reaction. (1) Reactant: [C:1]([C:4]1[CH:9]=[CH:8][CH:7]=[CH:6][CH:5]=1)(=[O:3])[CH3:2].[OH-].[Na+].[CH:12]([C:14]1[CH:22]=[CH:21][C:17]([C:18]([OH:20])=[O:19])=[CH:16][CH:15]=1)=O.Cl. Product: [C:18]([C:17]1[CH:21]=[CH:22][C:14]([CH:12]=[CH:2][C:1]([C:4]2[CH:9]=[CH:8][CH:7]=[CH:6][CH:5]=2)=[O:3])=[CH:15][CH:16]=1)([OH:20])=[O:19]. The catalyst class is: 40. (2) Reactant: [OH:1][CH2:2][CH2:3][CH:4]1[CH2:15][CH2:14][C:13]2[S:12][C:11]3[N:10]=[CH:9][N:8]=[C:7]([O:16][CH:17]4[CH2:22][CH2:21][CH:20]([N:23]([CH3:31])[C:24](=[O:30])[O:25][C:26]([CH3:29])([CH3:28])[CH3:27])[CH2:19][CH2:18]4)[C:6]=3[C:5]1=2.[H-].[Na+].Br[CH2:35][CH3:36]. Product: [CH2:35]([O:1][CH2:2][CH2:3][CH:4]1[CH2:15][CH2:14][C:13]2[S:12][C:11]3[N:10]=[CH:9][N:8]=[C:7]([O:16][CH:17]4[CH2:18][CH2:19][CH:20]([N:23]([CH3:31])[C:24](=[O:30])[O:25][C:26]([CH3:28])([CH3:27])[CH3:29])[CH2:21][CH2:22]4)[C:6]=3[C:5]1=2)[CH3:36]. The catalyst class is: 3. (3) Reactant: [CH2:1]([NH:8][C:9]([N:11]1[CH:16]2[C@H:17]([CH3:41])[N:18]([CH2:30][C:31]3[CH:32]=[CH:33][CH:34]=[C:35]4[C:40]=3[N:39]=[CH:38][CH:37]=[CH:36]4)[C:19](=[O:29])[C@H:20]([CH2:21][C:22]3[CH:27]=[CH:26][C:25]([OH:28])=[CH:24][CH:23]=3)[N:15]2[C:14](=[O:42])[CH2:13][N:12]1[CH3:43])=[O:10])[C:2]1[CH:7]=[CH:6][CH:5]=[CH:4][CH:3]=1.C(N(CC)CC)C.[N:51]([CH:54]([CH:62]([CH3:64])[CH3:63])[C:55]([O:57][C:58]([CH3:61])([CH3:60])[CH3:59])=[O:56])=[C:52]=[O:53]. Product: [CH2:1]([NH:8][C:9]([N:11]1[CH:16]2[C@H:17]([CH3:41])[N:18]([CH2:30][C:31]3[CH:32]=[CH:33][CH:34]=[C:35]4[C:40]=3[N:39]=[CH:38][CH:37]=[CH:36]4)[C:19](=[O:29])[C@H:20]([CH2:21][C:22]3[CH:23]=[CH:24][C:25]([O:28][C:52]([NH:51][CH:54]([CH:62]([CH3:64])[CH3:63])[C:55]([O:57][C:58]([CH3:60])([CH3:59])[CH3:61])=[O:56])=[O:53])=[CH:26][CH:27]=3)[N:15]2[C:14](=[O:42])[CH2:13][N:12]1[CH3:43])=[O:10])[C:2]1[CH:3]=[CH:4][CH:5]=[CH:6][CH:7]=1. The catalyst class is: 2. (4) Reactant: [CH3:1][C:2]1([CH2:9][S:10][C:11]2[CH:16]=[CH:15][C:14]([C:17]3[CH:22]=[CH:21][C:20]([O:23][C:24]([F:27])([F:26])[F:25])=[CH:19][CH:18]=3)=[CH:13][CH:12]=2)[NH:6][C:5](=[O:7])[NH:4][C:3]1=[O:8].[OH:28]OS([O-])=O.[K+].C(=O)(O)[O-].[Na+].O. Product: [CH3:1][C:2]1([CH2:9][S:10]([C:11]2[CH:12]=[CH:13][C:14]([C:17]3[CH:22]=[CH:21][C:20]([O:23][C:24]([F:25])([F:27])[F:26])=[CH:19][CH:18]=3)=[CH:15][CH:16]=2)=[O:28])[NH:6][C:5](=[O:7])[NH:4][C:3]1=[O:8]. The catalyst class is: 5. (5) Reactant: C([O:5][C:6]([C@@H:8]1[NH:12][C@@H:11]([CH2:13][C:14]([CH3:17])([CH3:16])[CH3:15])[C@:10]2([C:25]3[C:20](=[CH:21][C:22]([Cl:26])=[CH:23][CH:24]=3)[NH:19][C:18]2=[O:27])[C@H:9]1[C:28]1[CH:33]=[CH:32][CH:31]=[C:30]([Cl:34])[C:29]=1[F:35])=[O:7])(C)(C)C.[F:36][C:37]([F:42])([F:41])[C:38]([OH:40])=[O:39]. Product: [F:36][C:37]([F:42])([F:41])[C:38]([OH:40])=[O:39].[Cl:26][C:22]1[CH:21]=[C:20]2[NH:19][C:18](=[O:27])[C@:10]3([C@@H:9]([C:28]4[CH:33]=[CH:32][CH:31]=[C:30]([Cl:34])[C:29]=4[F:35])[C@H:8]([C:6]([OH:7])=[O:5])[NH:12][C@H:11]3[CH2:13][C:14]([CH3:16])([CH3:15])[CH3:17])[C:25]2=[CH:24][CH:23]=1. The catalyst class is: 4.